This data is from Forward reaction prediction with 1.9M reactions from USPTO patents (1976-2016). The task is: Predict the product of the given reaction. (1) Given the reactants [CH2:1]([O:3][C:4]([C@@H:6]1[C@H:10]([CH2:11][CH2:12][CH:13]=O)[CH2:9][CH2:8][N:7]1[C@@H:15]([CH3:22])/[C:16](/[CH3:21])=[CH:17]/[CH:18]=[CH:19]\[CH3:20])=[O:5])[CH3:2].[CH2:23]([NH2:31])[CH2:24][C:25]1[CH:30]=[CH:29][CH:28]=[CH:27][CH:26]=1.[BH3-]C#N.[Na+], predict the reaction product. The product is: [CH2:1]([O:3][C:4]([C@@H:6]1[C@H:10]([CH2:11][CH2:12][CH2:13][NH:31][CH2:23][CH2:24][C:25]2[CH:30]=[CH:29][CH:28]=[CH:27][CH:26]=2)[CH2:9][CH2:8][N:7]1[C@H:15]([C:16]1[CH:21]=[CH:20][CH:19]=[CH:18][CH:17]=1)[CH3:22])=[O:5])[CH3:2]. (2) Given the reactants [OH:1][C@@:2]1([CH3:41])[CH2:8][N:7](C(OC(C)(C)C)=O)[CH2:6][CH2:5][N:4]([C:16]2[CH:21]=[CH:20][CH:19]=[C:18]([N:22]3[C:30]4[CH:29]=[C:28]([C:31]5[CH:32]=[N:33][N:34]([CH2:36][C:37]([F:40])([F:39])[F:38])[CH:35]=5)[N:27]=[CH:26][C:25]=4[CH:24]=[N:23]3)[N:17]=2)[CH2:3]1.Cl, predict the reaction product. The product is: [CH3:41][C@@:2]1([OH:1])[CH2:3][N:4]([C:16]2[CH:21]=[CH:20][CH:19]=[C:18]([N:22]3[C:30]4[CH:29]=[C:28]([C:31]5[CH:32]=[N:33][N:34]([CH2:36][C:37]([F:40])([F:39])[F:38])[CH:35]=5)[N:27]=[CH:26][C:25]=4[CH:24]=[N:23]3)[N:17]=2)[CH2:5][CH2:6][NH:7][CH2:8]1.